From a dataset of Catalyst prediction with 721,799 reactions and 888 catalyst types from USPTO. Predict which catalyst facilitates the given reaction. Reactant: [CH3:1][C@:2]12[C@H:12]([CH2:13]/[CH:14]=[C:15]3\[C@H:16]([OH:21])[CH2:17][O:18][C:19]\3=[O:20])[C:10](=[CH2:11])[CH2:9][CH2:8][C@@H:7]1[C@:6]1([CH3:28])[CH2:22][O:23][C:24]([CH3:27])([CH3:26])[O:25][C@@H:5]1[CH2:4][CH2:3]2.[C:29](OC(=O)C)(=[O:31])[CH3:30]. Product: [CH3:30][C:29]([O:21][C@@H:16]1[CH2:17][O:18][C:19](/[C:15]/1=[CH:14]/[CH2:13][C@H:12]1[C@:2]2([CH3:1])[CH2:3][CH2:4][C@H:5]3[O:25][C:24]([CH3:27])([CH3:26])[O:23][CH2:22][C@@:6]3([CH3:28])[C@H:7]2[CH2:8][CH2:9][C:10]1=[CH2:11])=[O:20])=[O:31]. The catalyst class is: 6.